This data is from Peptide-MHC class I binding affinity with 185,985 pairs from IEDB/IMGT. The task is: Regression. Given a peptide amino acid sequence and an MHC pseudo amino acid sequence, predict their binding affinity value. This is MHC class I binding data. (1) The peptide sequence is NPSILPSLI. The MHC is HLA-B35:01 with pseudo-sequence HLA-B35:01. The binding affinity (normalized) is 0.351. (2) The peptide sequence is ILMHATYFL. The MHC is HLA-A02:01 with pseudo-sequence HLA-A02:01. The binding affinity (normalized) is 0.984. (3) The peptide sequence is YRSDIVGTY. The MHC is HLA-A11:01 with pseudo-sequence HLA-A11:01. The binding affinity (normalized) is 0.0847. (4) The peptide sequence is GSRAYRNAL. The MHC is HLA-A02:01 with pseudo-sequence HLA-A02:01. The binding affinity (normalized) is 0.0847.